This data is from Full USPTO retrosynthesis dataset with 1.9M reactions from patents (1976-2016). The task is: Predict the reactants needed to synthesize the given product. (1) Given the product [C:11]([O:15][C:16]([N:18]1[CH2:22][CH2:21][CH:20]([CH:23]=[O:24])[CH2:19]1)=[O:17])([CH3:14])([CH3:13])[CH3:12], predict the reactants needed to synthesize it. The reactants are: C(Cl)(=O)C(Cl)=O.CS(C)=O.[C:11]([O:15][C:16]([N:18]1[CH2:22][CH2:21][CH:20]([CH2:23][OH:24])[CH2:19]1)=[O:17])([CH3:14])([CH3:13])[CH3:12].C(N(CC)CC)C. (2) Given the product [CH3:33][N:30]1[C:31](=[O:32])[C:26](=[C:2]2[C:10]3[N:9]=[C:8]4[CH:11]=[CH:12][CH:13]=[CH:14][C:7]4=[N:6][C:5]=3[C:4](=[C:15]3[C:16](=[O:25])[N:17]([CH3:24])[C:18](=[O:23])[N:19]([CH3:22])[C:20]3=[O:21])[NH:3]2)[C:27](=[O:36])[N:28]([CH3:35])[C:29]1=[O:34], predict the reactants needed to synthesize it. The reactants are: N[C:2]1([CH:26]2[C:31](=[O:32])[N:30]([CH3:33])[C:29](=[O:34])[N:28]([CH3:35])[C:27]2=[O:36])[C:10]2[N:9]=[C:8]3[CH:11]=[CH:12][CH:13]=[CH:14][C:7]3=[N:6][C:5]=2[C:4](=[C:15]2[C:20](=[O:21])[N:19]([CH3:22])[C:18](=[O:23])[N:17]([CH3:24])[C:16]2=[O:25])[NH:3]1.O. (3) The reactants are: [CH2:1]1[C:10]2[C:5](=[CH:6][CH:7]=[CH:8][CH:9]=2)[CH2:4][CH2:3][N:2]1[CH2:11][CH:12]([OH:21])[CH2:13][N:14]1[CH2:19][CH2:18][NH:17][CH2:16][C:15]1=[O:20].Br[C:23]1[CH:24]=[CH:25][CH:26]=[C:27]2[C:32]=1[N:31]=[CH:30][CH:29]=[CH:28]2.C(O[Na])(C)(C)C. Given the product [CH2:1]1[C:10]2[C:5](=[CH:6][CH:7]=[CH:8][CH:9]=2)[CH2:4][CH2:3][N:2]1[CH2:11][CH:12]([OH:21])[CH2:13][N:14]1[CH2:19][CH2:18][N:17]([C:23]2[CH:24]=[CH:25][CH:26]=[C:27]3[C:32]=2[N:31]=[CH:30][CH:29]=[CH:28]3)[CH2:16][C:15]1=[O:20], predict the reactants needed to synthesize it.